Dataset: Forward reaction prediction with 1.9M reactions from USPTO patents (1976-2016). Task: Predict the product of the given reaction. The product is: [CH2:6]([O:8][C:9]1[CH:14]=[C:13]([CH:15]=[O:16])[CH:12]=[C:11]([O:20][CH2:21][CH3:22])[C:10]=1[C:23]1[CH:24]=[CH:25][C:26]([F:29])=[CH:27][CH:28]=1)[CH3:7]. Given the reactants C1COCC1.[CH2:6]([O:8][C:9]1[CH:14]=[C:13]([C:15](OCC)=[O:16])[CH:12]=[C:11]([O:20][CH2:21][CH3:22])[C:10]=1[C:23]1[CH:28]=[CH:27][C:26]([F:29])=[CH:25][CH:24]=1)[CH3:7].[H-].[Al+3].[Li+].[H-].[H-].[H-].[OH-].[Na+], predict the reaction product.